This data is from Catalyst prediction with 721,799 reactions and 888 catalyst types from USPTO. The task is: Predict which catalyst facilitates the given reaction. Reactant: C([O:8][C:9]1[CH:17]=[C:16]([F:18])[CH:15]=[C:14]2[C:10]=1[C:11]([CH2:21][CH2:22][N:23]1[CH2:31][C:30]3[C:25](=[CH:26][CH:27]=[CH:28][CH:29]=3)[CH2:24]1)=[CH:12][N:13]2[CH2:19][CH3:20])C1C=CC=CC=1. Product: [CH2:19]([N:13]1[C:14]2[CH:15]=[C:16]([F:18])[CH:17]=[C:9]([OH:8])[C:10]=2[C:11]([CH2:21][CH2:22][N:23]2[CH2:24][C:25]3[C:30](=[CH:29][CH:28]=[CH:27][CH:26]=3)[CH2:31]2)=[CH:12]1)[CH3:20]. The catalyst class is: 19.